This data is from NCI-60 drug combinations with 297,098 pairs across 59 cell lines. The task is: Regression. Given two drug SMILES strings and cell line genomic features, predict the synergy score measuring deviation from expected non-interaction effect. (1) Drug 1: CS(=O)(=O)C1=CC(=C(C=C1)C(=O)NC2=CC(=C(C=C2)Cl)C3=CC=CC=N3)Cl. Synergy scores: CSS=12.1, Synergy_ZIP=-6.03, Synergy_Bliss=-16.5, Synergy_Loewe=-67.8, Synergy_HSA=-20.4. Drug 2: CC=C1C(=O)NC(C(=O)OC2CC(=O)NC(C(=O)NC(CSSCCC=C2)C(=O)N1)C(C)C)C(C)C. Cell line: SK-MEL-28. (2) Drug 1: CCC1(CC2CC(C3=C(CCN(C2)C1)C4=CC=CC=C4N3)(C5=C(C=C6C(=C5)C78CCN9C7C(C=CC9)(C(C(C8N6C=O)(C(=O)OC)O)OC(=O)C)CC)OC)C(=O)OC)O.OS(=O)(=O)O. Drug 2: C1CN(P(=O)(OC1)NCCCl)CCCl. Cell line: K-562. Synergy scores: CSS=47.4, Synergy_ZIP=5.30, Synergy_Bliss=7.20, Synergy_Loewe=-75.0, Synergy_HSA=-1.73. (3) Drug 1: CCN(CC)CCNC(=O)C1=C(NC(=C1C)C=C2C3=C(C=CC(=C3)F)NC2=O)C. Drug 2: C1CN(P(=O)(OC1)NCCCl)CCCl. Cell line: MDA-MB-435. Synergy scores: CSS=-2.24, Synergy_ZIP=-1.59, Synergy_Bliss=-9.31, Synergy_Loewe=-6.04, Synergy_HSA=-9.79. (4) Drug 1: C1CN1C2=NC(=NC(=N2)N3CC3)N4CC4. Drug 2: C1CN(P(=O)(OC1)NCCCl)CCCl. Cell line: CCRF-CEM. Synergy scores: CSS=46.5, Synergy_ZIP=0.360, Synergy_Bliss=0.486, Synergy_Loewe=-39.5, Synergy_HSA=-0.750. (5) Drug 1: CN(C(=O)NC(C=O)C(C(C(CO)O)O)O)N=O. Drug 2: COCCOC1=C(C=C2C(=C1)C(=NC=N2)NC3=CC=CC(=C3)C#C)OCCOC.Cl. Cell line: HCT116. Synergy scores: CSS=0.662, Synergy_ZIP=-2.21, Synergy_Bliss=-7.86, Synergy_Loewe=-4.46, Synergy_HSA=-8.63. (6) Drug 1: C1CCC(CC1)NC(=O)N(CCCl)N=O. Drug 2: CCC1(C2=C(COC1=O)C(=O)N3CC4=CC5=C(C=CC(=C5CN(C)C)O)N=C4C3=C2)O.Cl. Cell line: DU-145. Synergy scores: CSS=45.5, Synergy_ZIP=-0.186, Synergy_Bliss=1.45, Synergy_Loewe=-20.2, Synergy_HSA=1.15. (7) Drug 1: CC1OCC2C(O1)C(C(C(O2)OC3C4COC(=O)C4C(C5=CC6=C(C=C35)OCO6)C7=CC(=C(C(=C7)OC)O)OC)O)O. Drug 2: C1CC(C1)(C2=CC=C(C=C2)C3=C(C=C4C(=N3)C=CN5C4=NNC5=O)C6=CC=CC=C6)N. Cell line: OVCAR3. Synergy scores: CSS=50.7, Synergy_ZIP=-8.12, Synergy_Bliss=-7.38, Synergy_Loewe=-10.2, Synergy_HSA=1.56.